Dataset: NCI-60 drug combinations with 297,098 pairs across 59 cell lines. Task: Regression. Given two drug SMILES strings and cell line genomic features, predict the synergy score measuring deviation from expected non-interaction effect. Drug 1: CC1=CC=C(C=C1)C2=CC(=NN2C3=CC=C(C=C3)S(=O)(=O)N)C(F)(F)F. Drug 2: C1CN1C2=NC(=NC(=N2)N3CC3)N4CC4. Cell line: RPMI-8226. Synergy scores: CSS=30.3, Synergy_ZIP=-3.20, Synergy_Bliss=-3.94, Synergy_Loewe=-21.5, Synergy_HSA=-4.01.